From a dataset of Forward reaction prediction with 1.9M reactions from USPTO patents (1976-2016). Predict the product of the given reaction. Given the reactants [CH2:1]([O:8][C:9]([N:11]1[CH2:20][CH2:19][C:18]2[C:13](=[CH:14][CH:15]=[CH:16][C:17]=2[NH:21][C:22]([N:26]2[CH2:31][CH2:30][N:29]([C:32]3[N:33]=[CH:34][C:35]([C:38]([O-:40])=O)=[N:36][CH:37]=3)[CH2:28][CH:27]2[CH:41]([CH3:43])[CH3:42])=[N:23][C:24]#[N:25])[CH2:12]1)=[O:10])[C:2]1[CH:7]=[CH:6][CH:5]=[CH:4][CH:3]=1.[Li+].[CH:45]([N:48](CC)[CH:49](C)C)(C)C.CNC, predict the reaction product. The product is: [C:24]([N:23]=[C:22]([N:26]1[CH2:31][CH2:30][N:29]([C:32]2[CH:37]=[N:36][C:35]([C:38](=[O:40])[N:48]([CH3:49])[CH3:45])=[CH:34][N:33]=2)[CH2:28][CH:27]1[CH:41]([CH3:42])[CH3:43])[NH:21][C:17]1[CH:16]=[CH:15][CH:14]=[C:13]2[C:18]=1[CH2:19][CH2:20][N:11]([C:9]([O:8][CH2:1][C:2]1[CH:3]=[CH:4][CH:5]=[CH:6][CH:7]=1)=[O:10])[CH2:12]2)#[N:25].